Task: Predict the product of the given reaction.. Dataset: Forward reaction prediction with 1.9M reactions from USPTO patents (1976-2016) Given the reactants [CH:1]([O:4][C:5](=O)[C:6]1[CH:11]=[CH:10][C:9]([O:12][CH:13](C)[CH3:14])=[C:8]([NH:16][C:17]([NH2:19])=[S:18])[CH:7]=1)(C)[CH3:2].CC1C=CC(C([NH2:28])=O)=CC=1NC(N)=S.N, predict the reaction product. The product is: [CH2:13]([O:12][C:9]1[CH:10]=[CH:11][C:6]([C:5]2[O:4][CH:1]=[CH:2][N:28]=2)=[CH:7][C:8]=1[NH:16][C:17]([NH2:19])=[S:18])[CH3:14].